This data is from Rat liver microsome stability data. The task is: Regression/Classification. Given a drug SMILES string, predict its absorption, distribution, metabolism, or excretion properties. Task type varies by dataset: regression for continuous measurements (e.g., permeability, clearance, half-life) or binary classification for categorical outcomes (e.g., BBB penetration, CYP inhibition). Dataset: rlm. (1) The compound is COc1cc2c(c(OC)c1OC)-c1ccc(OC)c(=O)cc1[C@@H](NC(C)=O)CC2. The result is 0 (unstable in rat liver microsomes). (2) The molecule is CCn1cc/c(=N\c2ccc(-c3ccccc3)cc2)c2ccc(C(F)(F)F)cc21. The result is 0 (unstable in rat liver microsomes). (3) The result is 1 (stable in rat liver microsomes). The drug is O=C(NCCc1ccccc1)C1CCN(c2nc(-c3ccc(Br)cc3)cs2)CC1. (4) The compound is CCOC(=O)c1c(C)c(-c2ccccc2)n(CC(=O)NCc2ccccc2)c1C. The result is 1 (stable in rat liver microsomes). (5) The molecule is Cc1cnc(N2CCC(C(N)=O)CC2)nc1-c1cccc(N(C)C)c1. The result is 1 (stable in rat liver microsomes).